Dataset: Full USPTO retrosynthesis dataset with 1.9M reactions from patents (1976-2016). Task: Predict the reactants needed to synthesize the given product. (1) Given the product [Cl:17][C:4]1[N:3]=[C:2]([NH:24][C:21]2[S:22][CH:23]=[C:19]([CH3:18])[N:20]=2)[CH:7]=[C:6]([O:8][C:9]2[C:14]([F:15])=[CH:13][CH:12]=[CH:11][C:10]=2[F:16])[CH:5]=1, predict the reactants needed to synthesize it. The reactants are: Cl[C:2]1[CH:7]=[C:6]([O:8][C:9]2[C:14]([F:15])=[CH:13][CH:12]=[CH:11][C:10]=2[F:16])[CH:5]=[C:4]([Cl:17])[N:3]=1.[CH3:18][C:19]1[N:20]=[C:21]([NH2:24])[S:22][CH:23]=1.P([O-])([O-])([O-])=O.[K+].[K+].[K+].CC1(C)C2C=CC=C(P(C3C=CC=CC=3)C3C=CC=CC=3)C=2OC2C1=CC=CC=2P(C1C=CC=CC=1)C1C=CC=CC=1. (2) Given the product [O:28]1[CH2:29][CH2:30][CH:25]([CH2:24][NH:23][C:21]([C:16]2[C:15]([NH:14][C:12]([C:5]3[C:6]4[C:11](=[CH:10][CH:9]=[CH:8][CH:7]=4)[C:2]([NH:1][C:32](=[O:33])[O:34][CH3:35])=[CH:3][CH:4]=3)=[O:13])=[CH:20][CH:19]=[CH:18][N:17]=2)=[O:22])[CH2:26][CH2:27]1, predict the reactants needed to synthesize it. The reactants are: [NH2:1][C:2]1[C:11]2[C:6](=[CH:7][CH:8]=[CH:9][CH:10]=2)[C:5]([C:12]([NH:14][C:15]2[C:16]([C:21]([NH:23][CH2:24][CH:25]3[CH2:30][CH2:29][O:28][CH2:27][CH2:26]3)=[O:22])=[N:17][CH:18]=[CH:19][CH:20]=2)=[O:13])=[CH:4][CH:3]=1.Cl[C:32]([O:34][CH3:35])=[O:33]. (3) Given the product [CH2:1]([O:4][C:5]1[C:14]2[C:15](=[O:27])[N:16]([CH2:19][C:20]3[CH:25]=[CH:24][C:23]([F:26])=[CH:22][CH:21]=3)[C:17](=[O:18])[C:13]=2[C:12]([OH:28])=[C:11]2[C:6]=1[CH:7]=[CH:8][CH:9]=[N:10]2)[CH:2]=[CH2:3], predict the reactants needed to synthesize it. The reactants are: [CH2:1]([O:4][C:5]1[C:14]2[C:15](=[O:27])[N:16]([CH2:19][C:20]3[CH:25]=[CH:24][C:23]([F:26])=[CH:22][CH:21]=3)[C:17](=[O:18])[C:13]=2[C:12]([O:28]COC)=[C:11]2[C:6]=1[CH:7]=[CH:8][CH:9]=[N:10]2)[CH:2]=[CH2:3].FC(F)(F)C(O)=O. (4) Given the product [CH3:13][O:14][C:15]1[C:35]([O:36][CH3:37])=[C:34]([O:38][CH3:39])[CH:33]=[C:32]([CH3:40])[C:16]=1[C:17]([C:19]1[C:20]([O:30][CH3:31])=[CH:21][N:22]=[C:23]([Cl:3])[C:24]=1[C:25]([F:28])([F:27])[F:26])=[O:18], predict the reactants needed to synthesize it. The reactants are: P(Cl)(Cl)([Cl:3])=O.C1(C)C=CC=CC=1.[CH3:13][O:14][C:15]1[C:35]([O:36][CH3:37])=[C:34]([O:38][CH3:39])[CH:33]=[C:32]([CH3:40])[C:16]=1[C:17]([C:19]1[C:24]([C:25]([F:28])([F:27])[F:26])=[CH:23][N+:22]([O-])=[CH:21][C:20]=1[O:30][CH3:31])=[O:18].